From a dataset of Experimentally validated miRNA-target interactions with 360,000+ pairs, plus equal number of negative samples. Binary Classification. Given a miRNA mature sequence and a target amino acid sequence, predict their likelihood of interaction. (1) Result: 0 (no interaction). The miRNA is mmu-miR-1964-3p with sequence CCGACUUCUGGGCUCCGGCUUU. The protein sequence of the target gene is MSGRGAGGFPLPPLSPGGGAVAAALGAPPPPAGPGMLPGPALRGPGPAGGVGGPGAAAFRPMGPAGPAAQYQRPGMSPGNRMPMAGLQVGPPAGSPFGAAAPLRPGMPPTMMDPFRKRLLVPQAQPPMPAQRRGLKRRKMADKVLPQRIRELVPESQAYMDLLAFERKLDQTIARKRMEIQEAIKKPLTQKRKLRIYISNTFSPSKAEGDSAGTAGTPGGTPAGDKVASWELRVEGKLLDDPSKQKRKFSSFFKSLVIELDKELYGPDNHLVEWHRMPTTQETDGFQVKRPGDLNVKCTL.... (2) The miRNA is hsa-miR-95-5p with sequence UCAAUAAAUGUCUGUUGAAUU. The protein sequence of the target gene is MMCSSLEQALAVLVTTFHKYSCQEGDKFKLSKGEMKELLHKELPSFVGEKVDEEGLKKLMGSLDENSDQQVDFQEYAVFLALITVMCNDFFQGCPDRP. Result: 0 (no interaction). (3) The protein sequence of the target gene is MSNLSKGTGSRKDTKMRIRAFPMTMDEKYVNSIWDLLKNAIQEIQRKNNSGLSFEELYRNAYTMVLHKHGEKLYTGLREVVTEHLINKVREDVLNSLNNNFLQTLNQAWNDHQTAMVMIRDILMYMDRVYVQQNNVENVYNLGLIIFRDQVVRYGCIRDHLRQTLLDMIARERKGEVVDRGAIRNACQMLMILGLEGRSVYEEDFEAPFLEMSAEFFQMESQKFLAENSASVYIKKVEARINEEIERVMHCLDKSTEEPIVKVVERELISKHMKTIVEMENSGLVHMLKNGKTEDLGCMY.... Result: 1 (interaction). The miRNA is hsa-miR-15b-5p with sequence UAGCAGCACAUCAUGGUUUACA. (4) The miRNA is mmu-miR-5106 with sequence AGGUCUGUAGCUCAGUUGGCAGA. The protein sequence of the target gene is MAPRKNAKGGGGNSSSSGSGSGSGSGSPSTGSSGSSSSPGARREAKHGGHKNGRRGGISGGSFFTWFMVIALLGVWTSVAVVWFDLVDYEEVLGKLGVYDADGDGDFDVDDAKVLLGLKERSPSERTFPPEEEAETHAELEEQAPEGADIQNVEDEVKEQIQSLLQESVHTDHDLEADGLAGEPQPEVEDFLTVTDSDDRFEDLEPGTVHEEIEDTYHVEDTASQNHPNDMEEMTNEQENSDPSEAVTDAGVLLPHAEEVRHQDYDEPVYEPSEHEGVAISDNTIDDSSIISEEINVASV.... Result: 0 (no interaction). (5) The miRNA is rno-miR-322-5p with sequence CAGCAGCAAUUCAUGUUUUGGA. The protein sequence of the target gene is MGTGAGGPSVLALLFAVCAPLRLQAEELGDGCGHIVTSQDSGTMTSKNYPGTYPNYTVCEKIITVPKGKRLILRLGDLNIESKTCASDYLLFSSATDQYGPYCGSWAVPKELRLNSNEVTVLFKSGSHISGRGFLLTYASSDHPDLITCLERGSHYFEEKYSKFCPAGCRDIAGDISGNTKDGYRDTSLLCKAAIHAGIITDELGGHINLLQSKGISHYEGLLANGVLSRHGSLSEKRFLFTTPGMNITTVAIPSVIFIALLLTGMGIFAICRKRKKKGNPYVSADAQKTGCWKQIKYPF.... Result: 0 (no interaction). (6) The miRNA is hsa-miR-4324 with sequence CCCUGAGACCCUAACCUUAA. The protein sequence of the target gene is MALVPYEETTEFGLQKFHKPLATFSFANHTIQIRQDWRHLGVAAVVWDAAIVLSTYLEMGAVELRGRSAVELGAGTGLVGIVAALLGAHVTITDRKVALEFLKSNVQANLPPHIQTKTVVKELTWGQNLGSFSPGEFDLILGADIIYLEETFTDLLQTLEHLCSNHSVILLACRIRYERDNNFLAMLERQFTVRKVHYDPEKDVHIYEAQKRNQKEDL. Result: 1 (interaction). (7) The miRNA is hsa-miR-6778-5p with sequence AGUGGGAGGACAGGAGGCAGGU. The protein sequence of the target gene is MMFSGFNADYEASSSRCSSASPAGDSLSYYHSPADSFSSMGSPVNAQDYCTDLAVSSANFIPTVTAISTSPDLQWLVQPTLVSSVAPSQTRAPHPYGVPTPSAGAYSRAGVMKTMTGGRAQSIGRRGKVEQLSPEEEEKRRIRRERNKMAAAKCRNRRRELTDTLQAETDQLEDEKSALQTEIANLLKEKEKLEFILAAHRPACKIPDDLGFPEEMSVASLDLSGGLPEAATPESEEAFTLPLLNDPEPKPSVEPVKSVGSMELKAEPFDDYMFPASSRPSGSETARSVPDMDLSGSFYA.... Result: 0 (no interaction). (8) The miRNA is hsa-miR-510-3p with sequence AUUGAAACCUCUAAGAGUGGA. The protein sequence of the target gene is MGTTKVTPSLVFAVTVATIGSFQFGYNTGVINAPETILKDFLNYTLEERLEDLPSEGLLTALWSLCVAIFSVGGMIGSFSVGLFVNRFGRRNSMLLVNLLAIIAGCLMGFAKIAESVEMLILGRLLIGIFCGLCTGFVPMYIGEVSPTALRGAFGTLNQLGIVVGILVAQIFGLDFILGSEELWPGLLGLTIIPAILQSAALPFCPESPRFLLINKKEEDQATEILQRLWGTSDVVQEIQEMKDESVRMSQEKQVTVLELFRSPNYVQPLLISIVLQLSQQLSGINAVFYYSTGIFKDAG.... Result: 0 (no interaction). (9) The miRNA is hsa-miR-21-5p with sequence UAGCUUAUCAGACUGAUGUUGA. The protein sequence of the target gene is MAENNENISKNVDVRPKTSRSRSADRKDGYVWSGKKLSWSKKSESYSDAETVNGIEKTEVSLRNQERKHSCSSIELDLDHSCGHRFLGRSLKQKLQDAVGQCFPIKNCSSRHSSGLPSKRKIHISELMLDKCPFPPRSDLAFRWHFIKRHTAPINSKSDEWVSTDLSQTELRDGQLKRRNMEENINCFSHTNVQPCVITTDNALCREGPMTGSVMNLVSNNSIEDSDMDSDDEILTLCTSSRKRNKPKWDLDDEILQLETPPKYHTQIDYVHCLVPDLLQINNNPCYWGVMDKYAAEALL.... Result: 1 (interaction).